This data is from Full USPTO retrosynthesis dataset with 1.9M reactions from patents (1976-2016). The task is: Predict the reactants needed to synthesize the given product. (1) Given the product [F:39][C:2]([F:1])([F:38])[C:3]1[CH:4]=[C:5]([C@H:13]2[O:17][C:16](=[O:18])[N:15]([CH2:19][C:20]3[CH:25]=[C:24]([C:26]([F:27])([F:28])[F:29])[CH:23]=[CH:22][C:21]=3[CH:30]([N:33]([CH2:40][CH3:41])[CH:34]([CH3:35])[CH3:36])[CH2:31][CH3:32])[C@H:14]2[CH3:37])[CH:6]=[C:7]([C:9]([F:11])([F:10])[F:12])[CH:8]=1, predict the reactants needed to synthesize it. The reactants are: [F:1][C:2]([F:39])([F:38])[C:3]1[CH:4]=[C:5]([C@H:13]2[O:17][C:16](=[O:18])[N:15]([CH2:19][C:20]3[CH:25]=[C:24]([C:26]([F:29])([F:28])[F:27])[CH:23]=[CH:22][C:21]=3[CH:30]([NH:33][CH:34]([CH3:36])[CH3:35])[CH2:31][CH3:32])[C@H:14]2[CH3:37])[CH:6]=[C:7]([C:9]([F:12])([F:11])[F:10])[CH:8]=1.[CH:40](=O)[CH3:41].[BH-](OC(C)=O)(OC(C)=O)OC(C)=O.[Na+]. (2) Given the product [F:1][C:2]1[CH:12]=[CH:11][CH:10]=[C:9]([F:13])[C:3]=1[C:4]([NH:6][C:7](=[O:8])[N:17]([C:16]1[CH:19]=[CH:20][C:21]([S:23][CH2:24][C:25]#[CH:26])=[CH:22][C:15]=1[F:14])[CH3:18])=[O:5], predict the reactants needed to synthesize it. The reactants are: [F:1][C:2]1[CH:12]=[CH:11][CH:10]=[C:9]([F:13])[C:3]=1[C:4]([N:6]=[C:7]=[O:8])=[O:5].[F:14][C:15]1[CH:22]=[C:21]([S:23][CH2:24][C:25]#[CH:26])[CH:20]=[CH:19][C:16]=1[NH:17][CH3:18].